This data is from Catalyst prediction with 721,799 reactions and 888 catalyst types from USPTO. The task is: Predict which catalyst facilitates the given reaction. (1) Reactant: [H-].[Na+].C(OP([CH2:11][C:12]([O:14][CH2:15][CH3:16])=[O:13])(OCC)=O)C.[F:17][C:18]1[C:26]2[C:22](=[CH:23][N:24]([CH3:27])[N:25]=2)[C:21]([CH:28]=O)=[CH:20][CH:19]=1.O. Product: [F:17][C:18]1[C:26]2[C:22](=[CH:23][N:24]([CH3:27])[N:25]=2)[C:21](/[CH:28]=[CH:11]/[C:12]([O:14][CH2:15][CH3:16])=[O:13])=[CH:20][CH:19]=1. The catalyst class is: 7. (2) Reactant: N#N.C[O:4][C:5]([C:7]1[N:8]=[C:9]([CH2:18][NH:19][C:20]([O:22][C:23]([CH3:26])([CH3:25])[CH3:24])=[O:21])[O:10][C:11]=1[C:12]1[CH:17]=[CH:16][CH:15]=[CH:14][CH:13]=1)=[O:6].[Li+].[OH-].CC(=O)OCC. Product: [C:23]([O:22][C:20]([NH:19][CH2:18][C:9]1[O:10][C:11]([C:12]2[CH:17]=[CH:16][CH:15]=[CH:14][CH:13]=2)=[C:7]([C:5]([OH:6])=[O:4])[N:8]=1)=[O:21])([CH3:26])([CH3:24])[CH3:25]. The catalyst class is: 12. (3) The catalyst class is: 8. Reactant: Cl.[CH2:2]([O:9][C:10](=[O:17])[NH:11][CH2:12][CH2:13][C:14](=[NH:16])[NH2:15])[C:3]1[CH:8]=[CH:7][CH:6]=[CH:5][CH:4]=1.[OH-].[Na+].[N:20]1[CH:25]=[CH:24][C:23]([C:26](=O)[CH2:27][C:28](OCC)=[O:29])=[N:22][CH:21]=1. Product: [CH2:2]([O:9][C:10](=[O:17])[NH:11][CH2:12][CH2:13][C:14]1[NH:15][C:28](=[O:29])[CH:27]=[C:26]([C:23]2[CH:24]=[CH:25][N:20]=[CH:21][N:22]=2)[N:16]=1)[C:3]1[CH:4]=[CH:5][CH:6]=[CH:7][CH:8]=1. (4) Reactant: [Cl:1][C:2]1[C:3]([C:31]2[C:39]3[C:34](=[CH:35][CH:36]=[CH:37][CH:38]=3)[N:33]([S:40]([C:43]3[CH:48]=[CH:47][CH:46]=[CH:45][CH:44]=3)(=[O:42])=[O:41])[CH:32]=2)=[N:4][C:5]([NH:8][CH:9]2[CH2:14][CH2:13][N:12]([C:15]([C:17]3[CH:22]=[CH:21][C:20]([NH:23]C(=O)OC(C)(C)C)=[CH:19][CH:18]=3)=[O:16])[CH2:11][CH2:10]2)=[N:6][CH:7]=1.[C:49]([OH:55])([C:51]([F:54])([F:53])[F:52])=[O:50]. Product: [OH:55][C:49]([C:51]([F:54])([F:53])[F:52])=[O:50].[NH2:23][C:20]1[CH:19]=[CH:18][C:17]([C:15]([N:12]2[CH2:11][CH2:10][CH:9]([NH:8][C:5]3[N:4]=[C:3]([C:31]4[C:39]5[C:34](=[CH:35][CH:36]=[CH:37][CH:38]=5)[N:33]([S:40]([C:43]5[CH:44]=[CH:45][CH:46]=[CH:47][CH:48]=5)(=[O:41])=[O:42])[CH:32]=4)[C:2]([Cl:1])=[CH:7][N:6]=3)[CH2:14][CH2:13]2)=[O:16])=[CH:22][CH:21]=1. The catalyst class is: 2. (5) Reactant: [Br:1][C:2]1[CH:7]=[C:6](/[CH:8]=[C:9](/[N+]([O-])=O)\[CH2:10][CH2:11][CH2:12][CH3:13])[CH:5]=[CH:4][C:3]=1[O:17][CH:18]1[CH2:23][CH2:22][CH2:21][CH2:20][CH2:19]1.Cl.C[OH:26]. Product: [Br:1][C:2]1[CH:7]=[C:6]([CH2:8][C:9](=[O:26])[CH2:10][CH2:11][CH2:12][CH3:13])[CH:5]=[CH:4][C:3]=1[O:17][CH:18]1[CH2:23][CH2:22][CH2:21][CH2:20][CH2:19]1. The catalyst class is: 292. (6) Reactant: [Cl-].[CH2:2]([N+:9]1[C:13]2[CH:14]=[CH:15][CH:16]=[CH:17][C:12]=2[N:11]2[C:18]([CH3:21])=[CH:19][S:20][C:10]=12)[C:3]1[CH:8]=[CH:7][CH:6]=[CH:5][CH:4]=1.[CH3:22][O-:23].[Na+]. Product: [CH2:2]([N:9]1[C:13]2[CH:14]=[CH:15][CH:16]=[CH:17][C:12]=2[N:11](/[C:18](/[CH3:21])=[CH:19]\[S:20][CH3:10])[C:22]1=[O:23])[C:3]1[CH:4]=[CH:5][CH:6]=[CH:7][CH:8]=1. The catalyst class is: 5. (7) Reactant: Br[C:2]1[N:7]=[C:6]([N:8]2[CH2:14][CH2:13][CH2:12][N:11]([C:15]([O:17][C:18]([CH3:21])([CH3:20])[CH3:19])=[O:16])[CH2:10][CH2:9]2)[CH:5]=[CH:4][CH:3]=1.[Cl:22][C:23]1[N:28]=[CH:27][C:26]2[CH:29]=[N:30][NH:31][C:25]=2[CH:24]=1.C([O-])([O-])=O.[K+].[K+].CNCCNC. Product: [Cl:22][C:23]1[N:28]=[CH:27][C:26]2[CH:29]=[N:30][N:31]([C:2]3[N:7]=[C:6]([N:8]4[CH2:14][CH2:13][CH2:12][N:11]([C:15]([O:17][C:18]([CH3:21])([CH3:20])[CH3:19])=[O:16])[CH2:10][CH2:9]4)[CH:5]=[CH:4][CH:3]=3)[C:25]=2[CH:24]=1. The catalyst class is: 185.